This data is from Forward reaction prediction with 1.9M reactions from USPTO patents (1976-2016). The task is: Predict the product of the given reaction. Given the reactants [C:1]([N:4]1[CH2:9][CH2:8][CH:7]([C:10]([N:12]([CH2:21][CH2:22][CH2:23][N:24]2[CH2:29][CH2:28][CH:27]([CH2:30][C:31]3[CH:40]=[CH:39][C:34]([C:35]([O:37]C)=[O:36])=[CH:33][CH:32]=3)[CH2:26][CH2:25]2)[C:13]2[CH:18]=[CH:17][C:16]([Cl:19])=[C:15]([Cl:20])[CH:14]=2)=[O:11])[CH2:6][CH2:5]1)(=[O:3])[CH3:2].[OH-].[Na+].Cl.ClCCl.CO, predict the reaction product. The product is: [C:1]([N:4]1[CH2:5][CH2:6][CH:7]([C:10]([N:12]([CH2:21][CH2:22][CH2:23][N:24]2[CH2:25][CH2:26][CH:27]([CH2:30][C:31]3[CH:40]=[CH:39][C:34]([C:35]([OH:37])=[O:36])=[CH:33][CH:32]=3)[CH2:28][CH2:29]2)[C:13]2[CH:18]=[CH:17][C:16]([Cl:19])=[C:15]([Cl:20])[CH:14]=2)=[O:11])[CH2:8][CH2:9]1)(=[O:3])[CH3:2].